Dataset: Catalyst prediction with 721,799 reactions and 888 catalyst types from USPTO. Task: Predict which catalyst facilitates the given reaction. (1) Reactant: [C:1]([N:8]1[CH2:11][C:10](=[O:12])[CH2:9]1)([O:3][C:4]([CH3:7])([CH3:6])[CH3:5])=[O:2].[CH3:13][C:14]([C:16]#[C:17][CH2:18][CH3:19])=[CH2:15]. Product: [CH2:18]([C:17]1[C:10](=[O:12])[CH2:9][N:8]([C:1]([O:3][C:4]([CH3:7])([CH3:6])[CH3:5])=[O:2])[CH2:11][C:16]=1[C:14]([CH3:13])=[CH2:15])[CH3:19]. The catalyst class is: 11. (2) Product: [Cl:21][C:22]1[C:31]2[C:26](=[CH:27][C:28]([C:32]#[N:33])=[CH:29][CH:30]=2)[C:25]([NH:16][CH2:15][C:14]2[CH:17]=[CH:18][C:11]([Cl:10])=[C:12]([O:19][CH3:20])[CH:13]=2)=[N:24][N:23]=1. The catalyst class is: 60. Reactant: Cl.C(N)C1C=CC=CC=1.[Cl:10][C:11]1[CH:18]=[CH:17][C:14]([CH2:15][NH2:16])=[CH:13][C:12]=1[O:19][CH3:20].[Cl:21][C:22]1[C:31]2[C:26](=[CH:27][C:28]([C:32]#[N:33])=[CH:29][CH:30]=2)[C:25](Cl)=[N:24][N:23]=1.C1CCN2C(=NCCC2)CC1. (3) Reactant: [CH3:1][Si:2]([CH3:52])([CH2:41][CH2:42][CH2:43][O:44][Si](CC)(CC)CC)[CH2:3][CH2:4][C:5]1[C:17]2[CH2:16][N:15]3[C:10](=[CH:11][C:12]4[C:22]([O:25][C:26](=[O:35])[O:27][CH2:28][C:29]5[CH:34]=[CH:33][CH:32]=[CH:31][CH:30]=5)([CH2:23][CH3:24])[C:21](=[O:36])[O:20][CH2:19][C:13]=4[C:14]3=[O:18])[C:9]=2[N:8]=[C:7]2[CH:37]=[CH:38][CH:39]=[CH:40][C:6]=12.F.N1C=CC=CC=1. Product: [CH2:23]([C:22]1([O:25][C:26](=[O:35])[O:27][CH2:28][C:29]2[CH:30]=[CH:31][CH:32]=[CH:33][CH:34]=2)[C:12]2[CH:11]=[C:10]3[N:15]([C:14](=[O:18])[C:13]=2[CH2:19][O:20][C:21]1=[O:36])[CH2:16][C:17]1[C:5]([CH2:4][CH2:3][Si:2]([CH2:41][CH2:42][CH2:43][OH:44])([CH3:52])[CH3:1])=[C:6]2[CH:40]=[CH:39][CH:38]=[CH:37][C:7]2=[N:8][C:9]3=1)[CH3:24]. The catalyst class is: 10. (4) Reactant: C(OC([N:8]1[CH2:13][CH2:12][CH2:11][C@@H:10]([CH2:14][C:15]([O:17][CH2:18][CH3:19])=[O:16])[CH2:9]1)=O)(C)(C)C.FC(F)(F)C(O)=O. Product: [NH:8]1[CH2:13][CH2:12][CH2:11][C@@H:10]([CH2:14][C:15]([O:17][CH2:18][CH3:19])=[O:16])[CH2:9]1. The catalyst class is: 4.